Dataset: Reaction yield outcomes from USPTO patents with 853,638 reactions. Task: Predict the reaction yield, written as a fraction of the theoretical maximum amount of product (1.0 means a 100% yield; for example, 0.34 means a 34% yield). (1) The reactants are [Cl:1][C:2]1[CH:7]=[CH:6][C:5]([N:8]([C@H:12]2[C:21]3[C:16](=[CH:17][CH:18]=[CH:19][CH:20]=3)[N:15]([C:22](=[O:30])[C:23]3[CH:28]=[CH:27][C:26]([OH:29])=[CH:25][CH:24]=3)[C@@H:14]([CH3:31])[CH2:13]2)[C:9](=[O:11])[CH3:10])=[CH:4][CH:3]=1.C([O-])([O-])=O.[K+].[K+].Br[CH2:39][CH2:40][CH2:41][N:42]1[CH:46]=[CH:45][N:44]=[CH:43]1. The catalyst is CN(C=O)C. The product is [Cl:1][C:2]1[CH:3]=[CH:4][C:5]([N:8]([C@H:12]2[C:21]3[C:16](=[CH:17][CH:18]=[CH:19][CH:20]=3)[N:15]([C:22](=[O:30])[C:23]3[CH:24]=[CH:25][C:26]([O:29][CH2:39][CH2:40][CH2:41][N:42]4[CH:46]=[CH:45][N:44]=[CH:43]4)=[CH:27][CH:28]=3)[C@@H:14]([CH3:31])[CH2:13]2)[C:9](=[O:11])[CH3:10])=[CH:6][CH:7]=1. The yield is 0.160. (2) The reactants are Cl[C:2]1[CH:3]=[CH:4][C:5]2[N:6]=[CH:7][N:8]=[C:9]([O:12][CH:13]3[CH2:18][CH2:17][O:16][CH2:15][CH2:14]3)[C:10]=2[N:11]=1.CC1(C)C(C)(C)OB([C:27]2[CH:28]=[C:29]([NH:33][S:34]([C:37]3[CH:42]=[CH:41][CH:40]=[CH:39][CH:38]=3)(=[O:36])=[O:35])[CH:30]=[N:31][CH:32]=2)O1.C([O-])(O)=O.[Na+]. The catalyst is O1CCOCC1. The product is [O:16]1[CH2:17][CH2:18][CH:13]([O:12][C:9]2[C:10]3[N:11]=[C:2]([C:27]4[CH:28]=[C:29]([NH:33][S:34]([C:37]5[CH:38]=[CH:39][CH:40]=[CH:41][CH:42]=5)(=[O:35])=[O:36])[CH:30]=[N:31][CH:32]=4)[CH:3]=[CH:4][C:5]=3[N:6]=[CH:7][N:8]=2)[CH2:14][CH2:15]1. The yield is 0.190.